Dataset: Peptide-MHC class I binding affinity with 185,985 pairs from IEDB/IMGT. Task: Regression. Given a peptide amino acid sequence and an MHC pseudo amino acid sequence, predict their binding affinity value. This is MHC class I binding data. (1) The peptide sequence is HTQGYFPDW. The MHC is HLA-B44:03 with pseudo-sequence HLA-B44:03. The binding affinity (normalized) is 0.160. (2) The peptide sequence is IIGPMFSGK. The MHC is HLA-A03:01 with pseudo-sequence HLA-A03:01. The binding affinity (normalized) is 1.00. (3) The peptide sequence is QTALFLLKL. The MHC is Mamu-A01 with pseudo-sequence Mamu-A01. The binding affinity (normalized) is 0.723. (4) The peptide sequence is SQGPFDAVL. The MHC is HLA-A02:01 with pseudo-sequence HLA-A02:01. The binding affinity (normalized) is 0.297. (5) The peptide sequence is ISNYICVAW. The MHC is HLA-A03:01 with pseudo-sequence HLA-A03:01. The binding affinity (normalized) is 0.0847. (6) The peptide sequence is LWMASVEPHW. The MHC is HLA-A24:02 with pseudo-sequence HLA-A24:02. The binding affinity (normalized) is 0.497. (7) The peptide sequence is FTGWRDPGL. The MHC is HLA-A25:01 with pseudo-sequence HLA-A25:01. The binding affinity (normalized) is 0.0847.